This data is from Reaction yield outcomes from USPTO patents with 853,638 reactions. The task is: Predict the reaction yield, written as a fraction of the theoretical maximum amount of product (1.0 means a 100% yield; for example, 0.34 means a 34% yield). (1) The reactants are Br[C:2]1[CH:3]=[CH:4][C:5]([S:8]([NH:11][C:12]2[CH:21]=[C:20]([F:22])[C:15]([C:16]([O:18][CH3:19])=[O:17])=[C:14]([F:23])[CH:13]=2)(=[O:10])=[O:9])=[N:6][CH:7]=1.[NH:24]1[CH:28]=[CH:27][N:26]=[N:25]1.P([O-])([O-])([O-])=O.[K+].[K+].[K+].CN(C1CCCCC1)C. The catalyst is CN1CCCC1=O.O.[Cu]I. The product is [F:22][C:20]1[CH:21]=[C:12]([NH:11][S:8]([C:5]2[CH:4]=[CH:3][C:2]([N:24]3[CH:28]=[CH:27][N:26]=[N:25]3)=[CH:7][N:6]=2)(=[O:10])=[O:9])[CH:13]=[C:14]([F:23])[C:15]=1[C:16]([O:18][CH3:19])=[O:17].[F:22][C:20]1[CH:21]=[C:12]([NH:11][S:8]([C:5]2[CH:4]=[CH:3][C:2]([N:25]3[N:26]=[CH:27][CH:28]=[N:24]3)=[CH:7][N:6]=2)(=[O:10])=[O:9])[CH:13]=[C:14]([F:23])[C:15]=1[C:16]([O:18][CH3:19])=[O:17]. The yield is 0.190. (2) The reactants are O.[CH2:2]([O:9][C:10]1[C:11](=[O:23])[CH:12]=[C:13]([CH:17]([OH:22])[C:18]([F:21])([F:20])[F:19])[N:14]([CH3:16])[CH:15]=1)[C:3]1[CH:8]=[CH:7][CH:6]=[CH:5][CH:4]=1.C(N(CC)CC)C.[CH3:31][S:32](Cl)(=[O:34])=[O:33]. The catalyst is ClCCl. The product is [CH2:2]([O:9][C:10]1[C:11](=[O:23])[CH:12]=[C:13]([CH:17]([O:22][S:32]([CH3:31])(=[O:34])=[O:33])[C:18]([F:21])([F:19])[F:20])[N:14]([CH3:16])[CH:15]=1)[C:3]1[CH:8]=[CH:7][CH:6]=[CH:5][CH:4]=1. The yield is 0.800. (3) The reactants are CS(C)=O.C(Cl)(=O)C(Cl)=O.[CH2:11]([O:18][C@@H:19]1[CH2:41][C@@H:40]2[C@:35]([CH3:49])([CH2:36][CH2:37][C@H:38]([O:42][CH:43]3[CH2:48][CH2:47][CH2:46][CH2:45][O:44]3)[CH2:39]2)[C@@H:34]2[C@@H:20]1[C@H:21]1[C@:31]([CH3:50])([CH2:32][CH2:33]2)[C@@H:24]([C@H:25]([CH3:30])[CH2:26][CH2:27][CH2:28][OH:29])[CH2:23][CH2:22]1)[C:12]1[CH:17]=[CH:16][CH:15]=[CH:14][CH:13]=1.C(N(C(C)C)CC)(C)C.C([O-])(O)=O.[Na+]. The catalyst is C(Cl)Cl. The product is [CH2:11]([O:18][C@@H:19]1[CH2:41][C@@H:40]2[C@:35]([CH3:49])([CH2:36][CH2:37][C@H:38]([O:42][CH:43]3[CH2:48][CH2:47][CH2:46][CH2:45][O:44]3)[CH2:39]2)[C@@H:34]2[C@@H:20]1[C@H:21]1[C@:31]([CH3:50])([CH2:32][CH2:33]2)[C@@H:24]([C@H:25]([CH3:30])[CH2:26][CH2:27][CH:28]=[O:29])[CH2:23][CH2:22]1)[C:12]1[CH:13]=[CH:14][CH:15]=[CH:16][CH:17]=1. The yield is 0.970. (4) The reactants are [CH2:1]([N:8]1[CH2:13][CH2:12][CH:11]([NH2:14])[CH2:10][CH2:9]1)[C:2]1[CH:7]=[CH:6][CH:5]=[CH:4][CH:3]=1.C(N(CC)CC)C.[CH3:22][CH:23]([CH3:32])[C:24](O[C:24](=[O:25])[CH:23]([CH3:32])[CH3:22])=[O:25].[OH-].[Na+]. The catalyst is ClCCl.O. The product is [CH2:1]([N:8]1[CH2:13][CH2:12][CH:11]([NH:14][C:24](=[O:25])[CH:23]([CH3:32])[CH3:22])[CH2:10][CH2:9]1)[C:2]1[CH:3]=[CH:4][CH:5]=[CH:6][CH:7]=1. The yield is 0.780. (5) The reactants are [CH2:1]([O:8][C:9]([NH:11][C:12]1([CH2:16][C:17]([OH:19])=[O:18])[CH2:15][O:14][CH2:13]1)=[O:10])[C:2]1[CH:7]=[CH:6][CH:5]=[CH:4][CH:3]=1.Br[CH2:21][C:22]([C:24]1[CH:29]=[CH:28][C:27]([O:30][C:31]([F:34])([F:33])[F:32])=[CH:26][CH:25]=1)=[O:23].C(N(CC)CC)C. The yield is 1.07. The catalyst is C(OCC)(=O)C. The product is [CH2:1]([O:8][C:9]([NH:11][C:12]1([CH2:16][C:17]([O:19][CH2:21][C:22](=[O:23])[C:24]2[CH:29]=[CH:28][C:27]([O:30][C:31]([F:32])([F:33])[F:34])=[CH:26][CH:25]=2)=[O:18])[CH2:13][O:14][CH2:15]1)=[O:10])[C:2]1[CH:7]=[CH:6][CH:5]=[CH:4][CH:3]=1.